Dataset: Catalyst prediction with 721,799 reactions and 888 catalyst types from USPTO. Task: Predict which catalyst facilitates the given reaction. (1) Reactant: [CH3:1][C@H:2]1[CH2:7][NH:6][CH2:5][CH2:4][N:3]1[C:8]([O:10][C:11]([CH3:14])([CH3:13])[CH3:12])=[O:9].Br[C:16]1[CH:21]=[CH:20][CH:19]=[CH:18][N:17]=1.CCN(C(C)C)C(C)C. Product: [CH3:1][C@H:2]1[CH2:7][N:6]([C:16]2[CH:21]=[CH:20][CH:19]=[CH:18][N:17]=2)[CH2:5][CH2:4][N:3]1[C:8]([O:10][C:11]([CH3:13])([CH3:12])[CH3:14])=[O:9]. The catalyst class is: 16. (2) Reactant: [CH3:1][C:2]1[N:7]=[CH:6][C:5](N2C=CC=CC2=O)=[CH:4][CH:3]=1.C(O[N:23]1[CH:28]=[CH:27][CH:26]=[CH:25][C:24]1=[O:29])C1C=CC=CC=1.Br[C:31]1[CH:39]=[C:38]2[C:34]([C:35]3[CH2:47][CH2:46][N:45]4[CH:41]([CH2:42][CH2:43][CH2:44]4)[C:36]=3[N:37]2[CH3:40])=CC=1.[ClH:48].CCO[CH2:52][CH3:53]. Product: [ClH:48].[CH3:40][N:37]1[C:36]2[C:35](=[CH:34][CH:38]=[C:39]([N:23]3[CH:28]=[CH:27][C:26]([C:5]4[CH:6]=[N:7][C:2]([CH3:1])=[CH:3][CH:4]=4)=[CH:25][C:24]3=[O:29])[CH:31]=2)[C:47]2[CH2:46][N:45]3[CH:44]([CH2:52][C:53]1=2)[CH2:43][CH2:42][CH2:41]3. The catalyst class is: 5. (3) Reactant: Cl[C:2]1[C:11]([N:12]([CH3:16])[CH:13]([CH3:15])[CH3:14])=[N:10][C:9]2[C:4](=[CH:5][CH:6]=[C:7]([C:17]([O:19][CH3:20])=[O:18])[CH:8]=2)[N:3]=1.[CH3:21][C:22]1[NH:23][C:24]2[C:29]([CH:30]=1)=[CH:28][C:27](B1OC(C)(C)C(C)(C)O1)=[CH:26][CH:25]=2.C(=O)([O-])[O-].[K+].[K+]. Product: [CH3:16][N:12]([CH:13]([CH3:15])[CH3:14])[C:11]1[C:2]([C:27]2[CH:28]=[C:29]3[C:24](=[CH:25][CH:26]=2)[NH:23][C:22]([CH3:21])=[CH:30]3)=[N:3][C:4]2[C:9]([N:10]=1)=[CH:8][C:7]([C:17]([O:19][CH3:20])=[O:18])=[CH:6][CH:5]=2. The catalyst class is: 108.